Dataset: Reaction yield outcomes from USPTO patents with 853,638 reactions. Task: Predict the reaction yield, written as a fraction of the theoretical maximum amount of product (1.0 means a 100% yield; for example, 0.34 means a 34% yield). The product is [NH2:5][CH2:9][C:10]1[CH:11]=[C:12]([CH2:16][N:17]2[C:25]3[C:20](=[C:21]([O:27][CH3:28])[C:22]([F:26])=[CH:23][CH:24]=3)[C:19]([NH:29][S:30]([C:33]3[S:34][C:35]([Cl:38])=[CH:36][CH:37]=3)(=[O:32])=[O:31])=[N:18]2)[CH:13]=[CH:14][CH:15]=1. The catalyst is ClCCl.CO.CS(C)=O. The yield is 0.450. The reactants are CC([N:5]([CH2:9][C:10]1[CH:15]=[CH:14][CH:13]=[C:12]([CH2:16][N:17]2[C:25]3[C:20](=[C:21]([O:27][CH3:28])[C:22]([F:26])=[CH:23][CH:24]=3)[C:19]([NH:29][S:30]([C:33]3[S:34][C:35]([Cl:38])=[CH:36][CH:37]=3)(=[O:32])=[O:31])=[N:18]2)[CH:11]=1)C(=O)[O-])(C)C.FC(F)(F)C(O)=O.